Task: Predict the reaction yield, written as a fraction of the theoretical maximum amount of product (1.0 means a 100% yield; for example, 0.34 means a 34% yield).. Dataset: Reaction yield outcomes from USPTO patents with 853,638 reactions (1) The reactants are [NH:1]1[CH2:4][CH:3]([C:5]2[C:6]([O:11][C:12]3[CH:17]=[CH:16][C:15]([C:18]([C:20]4[NH:24][C:23]5[CH:25]=[CH:26][CH:27]=[CH:28][C:22]=5[N:21]=4)=[O:19])=[CH:14][CH:13]=3)=[N:7][CH:8]=[CH:9][CH:10]=2)[CH2:2]1.C(N(CC)CC)C.N1([C:41](=[O:43])[CH3:42])C=CN=C1.C1COCC1. The catalyst is CN(C=O)C. The product is [NH:24]1[C:23]2[CH:25]=[CH:26][CH:27]=[CH:28][C:22]=2[N:21]=[C:20]1[C:18]([C:15]1[CH:16]=[CH:17][C:12]([O:11][C:6]2[C:5]([CH:3]3[CH2:4][N:1]([C:41](=[O:43])[CH3:42])[CH2:2]3)=[CH:10][CH:9]=[CH:8][N:7]=2)=[CH:13][CH:14]=1)=[O:19]. The yield is 0.113. (2) The reactants are [CH2:1]([O:8][NH:9][CH:10]=[CH2:11])[C:2]1[CH:7]=[CH:6][CH:5]=[CH:4][CH:3]=1.[BH3-]C#N.[Na+].[OH-].[Na+]. The catalyst is CC(O)=O. The product is [CH2:1]([O:8][NH:9][CH2:10][CH3:11])[C:2]1[CH:7]=[CH:6][CH:5]=[CH:4][CH:3]=1. The yield is 0.320. (3) The reactants are C(NC(C)C)(C)C.[Li]CCCC.[Br:13][C:14]1[CH:19]=[CH:18][C:17]([F:20])=[C:16]([F:21])[C:15]=1[F:22].[C:23](=[O:25])=[O:24]. The catalyst is C1COCC1. The product is [Br:13][C:14]1[C:15]([F:22])=[C:16]([F:21])[C:17]([F:20])=[C:18]([CH:19]=1)[C:23]([OH:25])=[O:24]. The yield is 0.945. (4) The reactants are [CH:1]1([CH2:6][CH2:7][C:8]([N:10]([CH2:24][C:25]2[CH:33]=[CH:32][C:28]([C:29](O)=[O:30])=[CH:27][CH:26]=2)[C:11]2[CH:23]=[CH:22][C:14]3[O:15][C:16]([CH3:21])([CH3:20])[O:17][C:18](=[O:19])[C:13]=3[CH:12]=2)=[O:9])[CH2:5][CH2:4][CH2:3][CH2:2]1.CN1CCOCC1.ClC(OCC(C)C)=O.[O:49]([C:56]1[CH:63]=[CH:62][C:59]([CH2:60][NH2:61])=[CH:58][CH:57]=1)[C:50]1[CH:55]=[CH:54][CH:53]=[CH:52][CH:51]=1.Cl. The catalyst is C1COCC1. The product is [CH:1]1([CH2:6][CH2:7][C:8]([N:10]([CH2:24][C:25]2[CH:26]=[CH:27][C:28]([C:29]([NH:61][CH2:60][C:59]3[CH:62]=[CH:63][C:56]([O:49][C:50]4[CH:51]=[CH:52][CH:53]=[CH:54][CH:55]=4)=[CH:57][CH:58]=3)=[O:30])=[CH:32][CH:33]=2)[C:11]2[CH:23]=[CH:22][C:14]3[O:15][C:16]([CH3:21])([CH3:20])[O:17][C:18](=[O:19])[C:13]=3[CH:12]=2)=[O:9])[CH2:2][CH2:3][CH2:4][CH2:5]1. The yield is 0.810. (5) The reactants are [O:1]=[C:2]1[CH2:7][CH2:6][CH:5]([N:8]2[C:13](=[O:14])[C:12]([CH2:15][C:16]3[CH:21]=[CH:20][C:19]([C:22]4[CH:27]=[CH:26][CH:25]=[CH:24][C:23]=4[C:28]4[NH:32][C:31](=[O:33])[O:30][N:29]=4)=[CH:18][CH:17]=3)=[C:11]([CH2:34][CH2:35][CH3:36])[N:10]3[N:37]=[CH:38][N:39]=[C:9]23)[CH2:4][CH2:3]1.ClC1C=CC=C(C(OO)=[O:48])C=1. The catalyst is C(#N)C.C(OCC)(=O)C. The product is [O:33]=[C:31]1[O:30][N:29]=[C:28]([C:23]2[CH:24]=[CH:25][CH:26]=[CH:27][C:22]=2[C:19]2[CH:18]=[CH:17][C:16]([CH2:15][C:12]3[C:13](=[O:14])[N:8]([CH:5]4[CH2:6][CH2:7][C:2](=[O:48])[O:1][CH2:3][CH2:4]4)[C:9]4[N:10]([N:37]=[CH:38][N:39]=4)[C:11]=3[CH2:34][CH2:35][CH3:36])=[CH:21][CH:20]=2)[NH:32]1. The yield is 0.750. (6) The reactants are Cl[C:2]1[C:7]([Cl:8])=[N:6][CH:5]=[CH:4][N:3]=1.[F:9][C:10]1[CH:15]=[CH:14][C:13](B(O)O)=[CH:12][CH:11]=1.C(=O)([O-])[O-].[Cs+].[Cs+].C1(P(C2CCCCC2)C2CCCCC2)CCCCC1. The catalyst is C1C=CC(/C=C/C(/C=C/C2C=CC=CC=2)=O)=CC=1.C1C=CC(/C=C/C(/C=C/C2C=CC=CC=2)=O)=CC=1.C1C=CC(/C=C/C(/C=C/C2C=CC=CC=2)=O)=CC=1.[Pd].[Pd].O1CCOCC1. The product is [Cl:8][C:7]1[C:2]([C:13]2[CH:14]=[CH:15][C:10]([F:9])=[CH:11][CH:12]=2)=[N:3][CH:4]=[CH:5][N:6]=1. The yield is 0.550.